This data is from Full USPTO retrosynthesis dataset with 1.9M reactions from patents (1976-2016). The task is: Predict the reactants needed to synthesize the given product. Given the product [F:12][C:9]([F:10])([F:11])[C:7]1[N:8]=[C:4]([CH:3]=[O:2])[NH:5][CH:6]=1, predict the reactants needed to synthesize it. The reactants are: C[O:2][CH:3](OC)[C:4]1[NH:5][CH:6]=[C:7]([C:9]([F:12])([F:11])[F:10])[N:8]=1.[OH-].[Na+].